From a dataset of Reaction yield outcomes from USPTO patents with 853,638 reactions. Predict the reaction yield, written as a fraction of the theoretical maximum amount of product (1.0 means a 100% yield; for example, 0.34 means a 34% yield). The reactants are [Cl:1][C:2]1[CH:7]=[CH:6][C:5]([C:8]2[O:9][C:10]3[CH:16]=[CH:15][C:14]([C:17]4[CH:18]=[CH:19][C:20]([NH2:23])=[N:21][CH:22]=4)=[CH:13][C:11]=3[N:12]=2)=[CH:4][CH:3]=1.[C:24](Cl)(=[O:26])[CH3:25].O. The catalyst is N1C=CC=CC=1. The product is [Cl:1][C:2]1[CH:3]=[CH:4][C:5]([C:8]2[O:9][C:10]3[CH:16]=[CH:15][C:14]([C:17]4[CH:18]=[CH:19][C:20]([NH:23][C:24](=[O:26])[CH3:25])=[N:21][CH:22]=4)=[CH:13][C:11]=3[N:12]=2)=[CH:6][CH:7]=1. The yield is 0.410.